From a dataset of Forward reaction prediction with 1.9M reactions from USPTO patents (1976-2016). Predict the product of the given reaction. Given the reactants [O:1]=[C:2]1[CH:7]=[CH:6][C:5]([C:8]2[O:12][N:11]=[C:10]([C:13]3[CH:18]=[CH:17][C:16]([O:19][C:20]([F:23])([F:22])[F:21])=[CH:15][CH:14]=3)[N:9]=2)=[CH:4][N:3]1[CH2:24][C:25]1[CH:26]=[C:27]([CH:31]=[CH:32][CH:33]=1)[C:28](Cl)=[O:29].[OH:34][CH:35]1[CH2:40][CH2:39][NH:38][CH2:37][CH2:36]1, predict the reaction product. The product is: [OH:34][CH:35]1[CH2:40][CH2:39][N:38]([C:28]([C:27]2[CH:26]=[C:25]([CH:33]=[CH:32][CH:31]=2)[CH2:24][N:3]2[CH:4]=[C:5]([C:8]3[O:12][N:11]=[C:10]([C:13]4[CH:18]=[CH:17][C:16]([O:19][C:20]([F:23])([F:22])[F:21])=[CH:15][CH:14]=4)[N:9]=3)[CH:6]=[CH:7][C:2]2=[O:1])=[O:29])[CH2:37][CH2:36]1.